Dataset: Forward reaction prediction with 1.9M reactions from USPTO patents (1976-2016). Task: Predict the product of the given reaction. (1) Given the reactants [C:1]([O:5][C:6]([NH:8][C@:9]([CH2:16][OH:17])([CH2:13][CH:14]=[CH2:15])[C:10]([OH:12])=[O:11])=[O:7])([CH3:4])([CH3:3])[CH3:2].N1C=CN=C1.[Si:23](Cl)([C:26]([CH3:29])([CH3:28])[CH3:27])([CH3:25])[CH3:24], predict the reaction product. The product is: [C:1]([O:5][C:6]([NH:8][C@:9]([CH2:16][O:17][Si:23]([C:26]([CH3:29])([CH3:28])[CH3:27])([CH3:25])[CH3:24])([CH2:13][CH:14]=[CH2:15])[C:10]([OH:12])=[O:11])=[O:7])([CH3:4])([CH3:3])[CH3:2]. (2) Given the reactants [N:1]1([C:5]([C:7]2[CH:8]=[N:9][N:10]([CH3:27])[C:11]=2[C:12]([NH:14][C:15]2[CH:20]=[CH:19][N:18]3[N:21]=[C:22]([C:24]([OH:26])=O)[N:23]=[C:17]3[CH:16]=2)=[O:13])=[O:6])[CH2:4][CH2:3][CH2:2]1.[F:28][C:29]([F:34])([F:33])[CH2:30][CH2:31][NH2:32].C(N(C(C)C)C(C)C)C.CCCP1(OP(CCC)(=O)OP(CCC)(=O)O1)=O.C(=O)(O)[O-].[Na+], predict the reaction product. The product is: [N:1]1([C:5]([C:7]2[CH:8]=[N:9][N:10]([CH3:27])[C:11]=2[C:12]([NH:14][C:15]2[CH:20]=[CH:19][N:18]3[N:21]=[C:22]([C:24]([NH:32][CH2:31][CH2:30][C:29]([F:34])([F:33])[F:28])=[O:26])[N:23]=[C:17]3[CH:16]=2)=[O:13])=[O:6])[CH2:2][CH2:3][CH2:4]1.